From a dataset of Reaction yield outcomes from USPTO patents with 853,638 reactions. Predict the reaction yield, written as a fraction of the theoretical maximum amount of product (1.0 means a 100% yield; for example, 0.34 means a 34% yield). (1) The reactants are Cl[C:2]1[C:3]([NH:17][CH:18]2[CH2:25][CH:21]3[CH2:22][NH:23][CH2:24][CH:20]3[CH2:19]2)=[N:4][C:5]([NH:8][C:9]2[CH:13]=[C:12]([CH:14]3[CH2:16][CH2:15]3)[NH:11][N:10]=2)=[N:6][CH:7]=1.C(C[C:29](O)=[O:30])#N.CCN=C=[N:36][CH2:37][CH2:38][CH2:39]N(C)C.C1C=NC2N([OH:52])N=NC=2C=1. The catalyst is C(Cl)Cl.CN(C=O)C. The product is [CH:14]1([C:12]2[NH:11][N:10]=[C:9]([NH:8][C:5]3[N:4]=[C:3]([NH:17][CH:18]4[CH2:25][CH:21]5[CH2:22][N:23]([C:39](=[O:52])[CH2:38][C:37]#[N:36])[CH2:24][CH:20]5[CH2:19]4)[C:2]([O:30][CH3:29])=[CH:7][N:6]=3)[CH:13]=2)[CH2:16][CH2:15]1. The yield is 1.00. (2) The reactants are Br[CH2:2][CH2:3][CH2:4][CH2:5][O:6][CH2:7][CH2:8][O:9][CH2:10][CH2:11][O:12][CH2:13][CH2:14][O:15][CH2:16][C:17]1[CH:22]=[CH:21][CH:20]=[CH:19][CH:18]=1.[I-:23].[Na+]. The catalyst is CC(C)=O. The product is [I:23][CH2:2][CH2:3][CH2:4][CH2:5][O:6][CH2:7][CH2:8][O:9][CH2:10][CH2:11][O:12][CH2:13][CH2:14][O:15][CH2:16][C:17]1[CH:22]=[CH:21][CH:20]=[CH:19][CH:18]=1. The yield is 0.950. (3) The reactants are CS(C1C=C[C:8]([N:14]2[CH2:18][CH2:17][CH2:16][CH2:15]2)=C(C=1)C(O)=O)(=O)=O.Cl[C:20]1[CH:28]=[CH:27][C:26]([S:29](=[O:33])(=[O:32])[NH:30][CH3:31])=[CH:25][C:21]=1[C:22]([OH:24])=[O:23].N1CCCCC1. No catalyst specified. The product is [CH3:31][NH:30][S:29]([C:26]1[CH:27]=[CH:28][C:20]([N:14]2[CH2:8][CH2:15][CH2:16][CH2:17][CH2:18]2)=[C:21]([CH:25]=1)[C:22]([OH:24])=[O:23])(=[O:33])=[O:32]. The yield is 0.480. (4) The reactants are CO[CH2:3][N:4]([CH2:10][C:11]1[CH:16]=[CH:15][CH:14]=[CH:13][CH:12]=1)[CH2:5][Si](C)(C)C.[CH2:17]([O:19][C:20](=[O:31])/[CH:21]=[CH:22]/[C:23]1[CH:28]=[CH:27][C:26]([Cl:29])=[C:25]([Cl:30])[CH:24]=1)[CH3:18].FC(F)(F)C(O)=O. The catalyst is C(Cl)Cl. The product is [CH2:17]([O:19][C:20]([CH:21]1[CH:22]([C:23]2[CH:28]=[CH:27][C:26]([Cl:29])=[C:25]([Cl:30])[CH:24]=2)[CH2:3][N:4]([CH2:10][C:11]2[CH:12]=[CH:13][CH:14]=[CH:15][CH:16]=2)[CH2:5]1)=[O:31])[CH3:18]. The yield is 0.660. (5) The reactants are [C:1]1([Mg]Br)[CH:6]=[CH:5][CH:4]=[CH:3][CH:2]=1.[C:9]([C:12](=[C:17]([CH3:19])[CH3:18])[C:13]([O:15][CH3:16])=[O:14])(=[O:11])[CH3:10].[NH4+].[Cl-]. The catalyst is CCOCC.[Cu]I. The product is [C:9]([CH:12]([C:17]([CH3:19])([C:1]1[CH:6]=[CH:5][CH:4]=[CH:3][CH:2]=1)[CH3:18])[C:13]([O:15][CH3:16])=[O:14])(=[O:11])[CH3:10]. The yield is 0.670. (6) The catalyst is CO. The yield is 0.750. The reactants are [Cl:1][C:2]1[CH:3]=[C:4]([C:8]([NH:10][C@@H:11]2[CH2:16][CH2:15][N:14]([C:17]3[S:18][C:19]([C:28]([O:30]C)=[O:29])=[C:20]([C:22]4[N:26]([CH3:27])[N:25]=[CH:24][N:23]=4)[N:21]=3)[CH2:13][C@@H:12]2[O:32][CH2:33][CH2:34][CH3:35])=[O:9])[NH:5][C:6]=1[CH3:7].[OH-].[Na+]. The product is [Cl:1][C:2]1[CH:3]=[C:4]([C:8]([NH:10][C@H:11]2[CH2:16][CH2:15][N:14]([C:17]3[S:18][C:19]([C:28]([OH:30])=[O:29])=[C:20]([C:22]4[N:26]([CH3:27])[N:25]=[CH:24][N:23]=4)[N:21]=3)[CH2:13][C@H:12]2[O:32][CH2:33][CH2:34][CH3:35])=[O:9])[NH:5][C:6]=1[CH3:7]. (7) The reactants are [Cl:1][C:2]1[CH:15]=[CH:14][C:5]([CH2:6][S:7]([CH2:10][C:11](O)=O)(=[O:9])=[O:8])=[CH:4][CH:3]=1.[Cl:16][C:17]1[CH:24]=[CH:23][C:20](C=O)=[CH:19][CH:18]=1. No catalyst specified. The product is [Cl:1][C:2]1[CH:15]=[CH:14][C:5]([CH2:6][S:7](/[CH:10]=[CH:11]/[C:20]2[CH:23]=[CH:24][C:17]([Cl:16])=[CH:18][CH:19]=2)(=[O:9])=[O:8])=[CH:4][CH:3]=1. The yield is 0.800.